This data is from Forward reaction prediction with 1.9M reactions from USPTO patents (1976-2016). The task is: Predict the product of the given reaction. (1) Given the reactants [CH3:1][O:2][C:3]1[CH:14]=[C:13]([N+:15]([O-])=O)[CH:12]=[CH:11][C:4]=1[CH2:5][NH:6][S:7]([CH3:10])(=[O:9])=[O:8].[H][H], predict the reaction product. The product is: [NH2:15][C:13]1[CH:12]=[CH:11][C:4]([CH2:5][NH:6][S:7]([CH3:10])(=[O:9])=[O:8])=[C:3]([O:2][CH3:1])[CH:14]=1. (2) The product is: [C:1]1([N:7]([C:13]([CH3:15])=[O:14])[CH2:8][C:9]([NH:16][C@H:17]([C:26]([NH2:28])=[O:27])[CH2:18][C:19]2[CH:20]=[CH:21][C:22]([OH:25])=[CH:23][CH:24]=2)=[O:11])[CH:2]=[CH:3][CH:4]=[CH:5][CH:6]=1. Given the reactants [C:1]1([N:7]([C:13]([CH3:15])=[O:14])[CH2:8][C:9]([O:11]C)=O)[CH:6]=[CH:5][CH:4]=[CH:3][CH:2]=1.[NH2:16][C@H:17]([C:26]([NH2:28])=[O:27])[CH2:18][C:19]1[CH:24]=[CH:23][C:22]([OH:25])=[CH:21][CH:20]=1.CCOC(C)=O.[OH-].[Na+], predict the reaction product.